This data is from Full USPTO retrosynthesis dataset with 1.9M reactions from patents (1976-2016). The task is: Predict the reactants needed to synthesize the given product. Given the product [F:54][C:55]1[CH:56]=[C:57]([CH2:62][C:63]([NH:65][C@H:66]([C:71]([NH:35][C@@H:36]2[C:42](=[O:43])[NH:41][C:40]3[CH:44]=[CH:45][CH:46]=[CH:47][C:39]=3[S:38][C@@H:37]2[C:48]2[CH:49]=[CH:50][CH:51]=[CH:52][CH:53]=2)=[O:72])[CH2:67][CH2:68][S:69][CH3:70])=[O:64])[CH:58]=[C:59]([F:61])[CH:60]=1, predict the reactants needed to synthesize it. The reactants are: O=C1NC2C=CC=CC=2S[C@H](C2C=CC=CC=2)[C@@H]1NC(=O)[C@H](C)NC(=O)CC1C=CC=CC=1.Br.[NH2:35][C@H:36]1[C:42](=[O:43])[NH:41][C:40]2[CH:44]=[CH:45][CH:46]=[CH:47][C:39]=2[S:38][C@H:37]1[C:48]1[CH:53]=[CH:52][CH:51]=[CH:50][CH:49]=1.[F:54][C:55]1[CH:56]=[C:57]([CH2:62][C:63]([NH:65][C@H:66]([C:71](O)=[O:72])[CH2:67][CH2:68][S:69][CH3:70])=[O:64])[CH:58]=[C:59]([F:61])[CH:60]=1.